The task is: Regression. Given a peptide amino acid sequence and an MHC pseudo amino acid sequence, predict their binding affinity value. This is MHC class II binding data.. This data is from Peptide-MHC class II binding affinity with 134,281 pairs from IEDB. (1) The binding affinity (normalized) is 0.696. The peptide sequence is LLNNQFGTMPSLTLA. The MHC is DRB1_0405 with pseudo-sequence DRB1_0405. (2) The peptide sequence is HTLWSNGVLESDMII. The MHC is DRB1_0701 with pseudo-sequence DRB1_0701. The binding affinity (normalized) is 0.174. (3) The peptide sequence is SHLVRSWVTAGEIHA. The MHC is HLA-DQA10501-DQB10302 with pseudo-sequence HLA-DQA10501-DQB10302. The binding affinity (normalized) is 0.501. (4) The peptide sequence is AQGPKATFEAMYLGT. The MHC is DRB1_1201 with pseudo-sequence DRB1_1201. The binding affinity (normalized) is 0.145. (5) The peptide sequence is AAAAAVAAEAY. The MHC is DRB1_0701 with pseudo-sequence DRB1_0701. The binding affinity (normalized) is 0. (6) The peptide sequence is SKLKAEATTDGLGWY. The MHC is HLA-DQA10102-DQB10602 with pseudo-sequence HLA-DQA10102-DQB10602. The binding affinity (normalized) is 0.277. (7) The peptide sequence is NVYQRGTHPFSRIRD. The MHC is DRB1_0901 with pseudo-sequence DRB1_0901. The binding affinity (normalized) is 0.699. (8) The peptide sequence is LPRLIAFTSEHSHFS. The MHC is HLA-DPA10201-DPB10101 with pseudo-sequence HLA-DPA10201-DPB10101. The binding affinity (normalized) is 0.436.